From a dataset of Full USPTO retrosynthesis dataset with 1.9M reactions from patents (1976-2016). Predict the reactants needed to synthesize the given product. (1) Given the product [C:1]([OH:16])(=[O:10])[CH2:2]/[CH:3]=[CH:4]\[CH2:5][CH2:6][CH2:7][CH2:8][CH3:9], predict the reactants needed to synthesize it. The reactants are: [CH:1](=[O:10])[CH2:2][CH:3]=[CH:4][CH2:5][CH2:6][CH2:7][CH2:8][CH3:9].CC(=CC)C.[O-:16]Cl=O.[Na+].Cl. (2) Given the product [CH2:16]([CH:15]([CH2:26][CH2:27][CH2:28][CH2:29][CH2:30][CH2:31][CH2:32][CH2:33][CH2:34][CH2:35][CH2:36][CH3:37])[CH2:14][CH:3]([C:2]([O:10][CH3:11])=[O:9])[C:4]([O:6][CH3:7])=[O:5])[CH2:17][CH2:18][CH2:19][CH2:20][CH2:21][CH2:22][CH2:23][CH2:24][CH3:25], predict the reactants needed to synthesize it. The reactants are: [Na].[C:2]([O:10][CH2:11]C)(=[O:9])[CH2:3][C:4]([O:6][CH2:7]C)=[O:5].Br[CH2:14][CH:15]([CH2:26][CH2:27][CH2:28][CH2:29][CH2:30][CH2:31][CH2:32][CH2:33][CH2:34][CH2:35][CH2:36][CH3:37])[CH2:16][CH2:17][CH2:18][CH2:19][CH2:20][CH2:21][CH2:22][CH2:23][CH2:24][CH3:25]. (3) The reactants are: [CH:1]1([CH:4]([C:11]2[CH:16]=[CH:15][CH:14]=[C:13]([CH2:17][S:18][C:19]3[CH:24]=[CH:23][C:22]([C:25]4[CH:30]=[C:29]([O:31][CH3:32])[CH:28]=[CH:27][C:26]=4[F:33])=[C:21]([CH2:34][C:35]([CH3:38])([CH3:37])[CH3:36])[CH:20]=3)[CH:12]=2)[CH2:5][C:6]([O:8][CH2:9][CH3:10])=[O:7])[CH2:3][CH2:2]1.I([O-])(=O)(=O)=[O:40].[Na+].S([O-])([O-])(=O)=S.[Na+].[Na+]. Given the product [CH:1]1([CH:4]([C:11]2[CH:16]=[CH:15][CH:14]=[C:13]([CH2:17][S:18]([C:19]3[CH:24]=[CH:23][C:22]([C:25]4[CH:30]=[C:29]([O:31][CH3:32])[CH:28]=[CH:27][C:26]=4[F:33])=[C:21]([CH2:34][C:35]([CH3:37])([CH3:36])[CH3:38])[CH:20]=3)=[O:40])[CH:12]=2)[CH2:5][C:6]([O:8][CH2:9][CH3:10])=[O:7])[CH2:3][CH2:2]1, predict the reactants needed to synthesize it. (4) Given the product [CH3:19][N:18]1[C:17](=[O:20])[CH:16]=[C:15]([C:21]2[CH:26]=[CH:25][N:24]=[CH:23][CH:22]=2)[N:14]=[C:13]1[NH:2][CH2:3][C:4](=[O:5])[C:6]1[CH:11]=[CH:10][CH:9]=[CH:8][CH:7]=1, predict the reactants needed to synthesize it. The reactants are: Cl.[NH2:2][CH2:3][C:4]([C:6]1[CH:11]=[CH:10][CH:9]=[CH:8][CH:7]=1)=[O:5].Cl[C:13]1[N:18]([CH3:19])[C:17](=[O:20])[CH:16]=[C:15]([C:21]2[CH:26]=[CH:25][N:24]=[CH:23][CH:22]=2)[N:14]=1.C(N(CC)CC)C.O.